This data is from Reaction yield outcomes from USPTO patents with 853,638 reactions. The task is: Predict the reaction yield, written as a fraction of the theoretical maximum amount of product (1.0 means a 100% yield; for example, 0.34 means a 34% yield). (1) The reactants are [CH3:1][N:2]1[C:10]2[C:5](=[CH:6][CH:7]=[CH:8][C:9]=2[O:11][C:12]2[CH:17]=[CH:16][N:15]=[CH:14][CH:13]=2)[CH:4]=[C:3]1[C:18]([OH:20])=O.CCN([CH:27]([CH3:29])[CH3:28])C(C)C.CN(C(O[N:38]1N=N[C:40]2[CH:41]=[CH:42][CH:43]=[N:44][C:39]1=2)=[N+](C)C)C.F[P-](F)(F)(F)(F)F.[CH:54]1C=NC2N(O)N=NC=2C=1.C[O:65][C:66]1[CH:71]=[CH:70]C(N)=CC=1.C[CH2:74][O:75][C:76](C)=O. The catalyst is CN(C=O)C. The product is [C:27]([C:41]1[CH:40]=[C:39]([N:38]2[CH2:70][CH2:71][C:66]2=[O:65])[C:74]([O:75][CH3:76])=[C:43]([NH:44][C:18]([C:3]2[N:2]([CH3:1])[C:10]3[C:5]([CH:4]=2)=[CH:6][CH:7]=[CH:8][C:9]=3[O:11][C:12]2[CH:13]=[CH:14][N:15]=[CH:16][CH:17]=2)=[O:20])[CH:42]=1)([CH3:29])([CH3:54])[CH3:28]. The yield is 0.750. (2) The reactants are [N+:1]([C:4]1[CH:13]=[C:12]2[C:7]([CH2:8][CH2:9][CH2:10][C:11]2=[N:14]O)=[CH:6][CH:5]=1)([O-])=O. The yield is 0.960. The catalyst is CO. The product is [CH:11]1([NH2:14])[C:12]2[C:7](=[CH:6][CH:5]=[C:4]([NH2:1])[CH:13]=2)[CH2:8][CH2:9][CH2:10]1.